This data is from Full USPTO retrosynthesis dataset with 1.9M reactions from patents (1976-2016). The task is: Predict the reactants needed to synthesize the given product. Given the product [Br:1][C:2]1[CH:7]=[CH:6][CH:5]=[CH:4][C:3]=1[C:8]1[C:17]([C:16]2[CH:15]=[C:14]([Cl:19])[C:13]([OH:20])=[CH:12][C:11]=2[OH:10])=[N:23][NH:24][C:9]=1[CH3:21], predict the reactants needed to synthesize it. The reactants are: [Br:1][C:2]1[CH:7]=[CH:6][CH:5]=[CH:4][C:3]=1[C:8]1[C:17](=O)[C:16]2[C:11](=[CH:12][C:13]([OH:20])=[C:14]([Cl:19])[CH:15]=2)[O:10][C:9]=1[CH3:21].O.[NH2:23][NH2:24].